Predict the product of the given reaction. From a dataset of Forward reaction prediction with 1.9M reactions from USPTO patents (1976-2016). (1) The product is: [Cl:1][C:2]1[N:10]=[CH:9][C:8]([CH:11]2[CH2:12][CH2:13]2)=[CH:7][C:3]=1[C:4]([O:6][C:17]([CH3:20])([CH3:19])[CH3:18])=[O:5]. Given the reactants [Cl:1][C:2]1[N:10]=[CH:9][C:8]([CH:11]2[CH2:13][CH2:12]2)=[CH:7][C:3]=1[C:4]([OH:6])=[O:5].C(OC(O[C:17]([CH3:20])([CH3:19])[CH3:18])=O)(O[C:17]([CH3:20])([CH3:19])[CH3:18])=O.C(O)(C)(C)C, predict the reaction product. (2) Given the reactants FC(F)(F)C(O)=O.[C:8]([NH:16][C:17]1[CH:29]=[C:28]([C:30]2[CH:35]=[CH:34][C:33]([N+:36]([O-:38])=[O:37])=[CH:32][CH:31]=2)[CH:27]=[CH:26][C:18]=1[C:19]([O:21]C(C)(C)C)=[O:20])(=[O:15])[C:9]1[CH:14]=[CH:13][CH:12]=[CH:11][CH:10]=1, predict the reaction product. The product is: [C:8]([NH:16][C:17]1[CH:29]=[C:28]([C:30]2[CH:35]=[CH:34][C:33]([N+:36]([O-:38])=[O:37])=[CH:32][CH:31]=2)[CH:27]=[CH:26][C:18]=1[C:19]([OH:21])=[O:20])(=[O:15])[C:9]1[CH:10]=[CH:11][CH:12]=[CH:13][CH:14]=1. (3) Given the reactants Cl.[Br:2][C:3]1[CH:8]=[CH:7][C:6]([C:9]2([C:15]3[CH:20]=[CH:19][C:18]([Cl:21])=[CH:17][CH:16]=3)[CH2:14][CH2:13][NH:12][CH2:11][CH2:10]2)=[CH:5][CH:4]=1.C(N(CC)CC)C.[C:29]([O:33][C:34](O[C:34]([O:33][C:29]([CH3:32])([CH3:31])[CH3:30])=[O:35])=[O:35])([CH3:32])([CH3:31])[CH3:30], predict the reaction product. The product is: [C:29]([O:33][C:34]([N:12]1[CH2:13][CH2:14][C:9]([C:6]2[CH:7]=[CH:8][C:3]([Br:2])=[CH:4][CH:5]=2)([C:15]2[CH:16]=[CH:17][C:18]([Cl:21])=[CH:19][CH:20]=2)[CH2:10][CH2:11]1)=[O:35])([CH3:32])([CH3:31])[CH3:30].